Dataset: Peptide-MHC class I binding affinity with 185,985 pairs from IEDB/IMGT. Task: Regression. Given a peptide amino acid sequence and an MHC pseudo amino acid sequence, predict their binding affinity value. This is MHC class I binding data. (1) The peptide sequence is EQLLSCCRF. The MHC is Mamu-B8701 with pseudo-sequence Mamu-B8701. The binding affinity (normalized) is 0.0144. (2) The peptide sequence is VVPRYGVRL. The MHC is HLA-A02:19 with pseudo-sequence HLA-A02:19. The binding affinity (normalized) is 0.158. (3) The peptide sequence is LVTRKCPQK. The MHC is HLA-A68:01 with pseudo-sequence HLA-A68:01. The binding affinity (normalized) is 0.726. (4) The peptide sequence is LFKRERDAIK. The MHC is HLA-A33:01 with pseudo-sequence HLA-A33:01. The binding affinity (normalized) is 0.166. (5) The binding affinity (normalized) is 0.0847. The peptide sequence is DEGFHAATV. The MHC is HLA-A02:12 with pseudo-sequence HLA-A02:12.